From a dataset of Forward reaction prediction with 1.9M reactions from USPTO patents (1976-2016). Predict the product of the given reaction. (1) Given the reactants [Br:1][C:2]1[CH:3]=[C:4]2[C:9](=[CH:10][CH:11]=1)[N:8](CC1C=CC(OC)=CC=1)[C:7](=[O:21])[C:6]([C:22]1[S:23][CH:24]=[CH:25][CH:26]=1)=[C:5]2[O:27][CH2:28][CH:29]1[CH2:34][CH2:33][O:32][CH2:31][CH2:30]1.FC(F)(F)C(O)=O, predict the reaction product. The product is: [Br:1][C:2]1[CH:3]=[C:4]2[C:9](=[CH:10][CH:11]=1)[NH:8][C:7](=[O:21])[C:6]([C:22]1[S:23][CH:24]=[CH:25][CH:26]=1)=[C:5]2[O:27][CH2:28][CH:29]1[CH2:30][CH2:31][O:32][CH2:33][CH2:34]1. (2) The product is: [Cl:1][C:2]1[CH:18]=[CH:17][C:5]2[CH2:6][CH2:7][N:8]([C:11](=[O:16])[C:12]([F:15])([F:14])[F:13])[CH2:9][CH2:10][C:4]=2[C:3]=1[NH:27][CH2:28][C:29]1[CH:30]=[C:31]2[C:36](=[CH:37][CH:38]=1)[N:35]=[CH:34][CH:33]=[CH:32]2. Given the reactants [Cl:1][C:2]1[CH:18]=[CH:17][C:5]2[CH2:6][CH2:7][N:8]([C:11](=[O:16])[C:12]([F:15])([F:14])[F:13])[CH2:9][CH2:10][C:4]=2[C:3]=1OS(C(F)(F)F)(=O)=O.[NH2:27][CH2:28][C:29]1[CH:30]=[C:31]2[C:36](=[CH:37][CH:38]=1)[N:35]=[CH:34][CH:33]=[CH:32]2.C1C=CC(P(C2C(C3C(P(C4C=CC=CC=4)C4C=CC=CC=4)=CC=C4C=3C=CC=C4)=C3C(C=CC=C3)=CC=2)C2C=CC=CC=2)=CC=1.C(=O)([O-])[O-].[Cs+].[Cs+], predict the reaction product. (3) Given the reactants C(OC([N:8]1[CH2:12][CH2:11][C:10]([C:14]2[CH:19]=[CH:18][C:17]([F:20])=[C:16]([F:21])[CH:15]=2)([OH:13])[CH2:9]1)=O)(C)(C)C.FC(F)(F)C(O)=O, predict the reaction product. The product is: [F:21][C:16]1[CH:15]=[C:14]([C:10]2([OH:13])[CH2:11][CH2:12][NH:8][CH2:9]2)[CH:19]=[CH:18][C:17]=1[F:20].